Dataset: Catalyst prediction with 721,799 reactions and 888 catalyst types from USPTO. Task: Predict which catalyst facilitates the given reaction. (1) Reactant: CC1(C)[O:10][C@H:9]2[C@H:4]([C@@H:5]([CH2:16][OH:17])[O:6][C@@H:7]3[O:13]C(C)(C)[O:11][C@@H:8]32)[O:3]1.[C:19](O)(=[O:42])[CH2:20][CH2:21][CH2:22][CH2:23][CH2:24][CH2:25][CH2:26][CH2:27][C:28]#[C:29][C:30]#[C:31][CH2:32][CH2:33][CH2:34][CH2:35][CH2:36][CH2:37][CH2:38][CH2:39][CH2:40][CH3:41].C(N=C=NCCCN(C)C)C. Product: [OH:3][CH:4]1[CH:9]([OH:10])[CH:8]([OH:11])[CH:7]([OH:13])[O:6][CH:5]1[CH2:16][O:17][C:19](=[O:42])[CH2:20][CH2:21][CH2:22][CH2:23][CH2:24][CH2:25][CH2:26][CH2:27][C:28]#[C:29][C:30]#[C:31][CH2:32][CH2:33][CH2:34][CH2:35][CH2:36][CH2:37][CH2:38][CH2:39][CH2:40][CH3:41]. The catalyst class is: 2. (2) Reactant: [H-].[Na+].[OH:3][C:4]1[CH:9]=[CH:8][C:7]([CH2:10][CH2:11][CH2:12][CH2:13][N:14]2[C:22](=[O:23])[C:21]3[C:16](=[CH:17][CH:18]=[CH:19][CH:20]=3)[C:15]2=[O:24])=[CH:6][CH:5]=1.[CH3:25][N:26]([CH3:30])[C:27](Cl)=[S:28]. Product: [O:24]=[C:15]1[C:16]2[C:21](=[CH:20][CH:19]=[CH:18][CH:17]=2)[C:22](=[O:23])[N:14]1[CH2:13][CH2:12][CH2:11][CH2:10][C:7]1[CH:8]=[CH:9][C:4]([O:3][C:27](=[S:28])[N:26]([CH3:30])[CH3:25])=[CH:5][CH:6]=1. The catalyst class is: 3. (3) Reactant: [OH-].[Na+].[CH3:3][C:4]1[CH:5]=[C:6]2[C:10](=[CH:11][CH:12]=1)[NH:9][CH:8]=[CH:7]2.[Br:13][C:14]1[CH:19]=[CH:18][CH:17]=[CH:16][C:15]=1[C:20]1[CH:25]=[CH:24][C:23]([CH2:26]OS(C)(=O)=O)=[CH:22][CH:21]=1. Product: [Br:13][C:14]1[CH:19]=[CH:18][CH:17]=[CH:16][C:15]=1[C:20]1[CH:21]=[CH:22][C:23]([CH2:26][N:9]2[C:10]3[C:6](=[CH:5][C:4]([CH3:3])=[CH:12][CH:11]=3)[CH:7]=[CH:8]2)=[CH:24][CH:25]=1. The catalyst class is: 226. (4) Reactant: [F:1][C:2]1[CH:3]=[C:4]2[C:8](=[CH:9][C:10]=1[F:11])[C:7](=[CH:12][C:13]1[CH:18]=[CH:17][C:16]([S:19][CH3:20])=[CH:15][CH:14]=1)[C:6]([CH3:21])=[C:5]2[CH2:22][C:23]([OH:25])=[O:24].CO.I([O-])(=O)(=O)=[O:29].[Na+].O. Product: [F:1][C:2]1[CH:3]=[C:4]2[C:8](=[CH:9][C:10]=1[F:11])[C:7](=[CH:12][C:13]1[CH:18]=[CH:17][C:16]([S:19]([CH3:20])=[O:29])=[CH:15][CH:14]=1)[C:6]([CH3:21])=[C:5]2[CH2:22][C:23]([OH:25])=[O:24]. The catalyst class is: 21.